This data is from Full USPTO retrosynthesis dataset with 1.9M reactions from patents (1976-2016). The task is: Predict the reactants needed to synthesize the given product. (1) Given the product [CH3:1][O:2][C:3]1[CH:14]=[CH:13][C:6]2[CH:7]=[C:8]([C:22]3[CH:23]=[CH:24][C:19]([C:18]([O:17][CH2:15][CH3:16])=[O:26])=[CH:20][CH:21]=3)[S:9][C:5]=2[CH:4]=1, predict the reactants needed to synthesize it. The reactants are: [CH3:1][O:2][C:3]1[CH:14]=[CH:13][C:6]2[CH:7]=[C:8](B(O)O)[S:9][C:5]=2[CH:4]=1.[CH2:15]([O:17][C:18](=[O:26])[C:19]1[CH:24]=[CH:23][C:22](I)=[CH:21][CH:20]=1)[CH3:16].C(=O)([O-])[O-].[Na+].[Na+]. (2) The reactants are: [CH2:1]([C:3]1[CH:4]=[C:5]([C:12]2[O:16][C:15]([CH:17]=[O:18])=[CH:14][CH:13]=2)[C:6]([CH3:11])=[N:7][C:8]=1[O:9]C)[CH3:2].[I-].[K+].Cl[Si](C)(C)C. Given the product [CH2:1]([C:3]1[C:8](=[O:9])[NH:7][C:6]([CH3:11])=[C:5]([C:12]2[O:16][C:15]([CH:17]=[O:18])=[CH:14][CH:13]=2)[CH:4]=1)[CH3:2], predict the reactants needed to synthesize it. (3) Given the product [Cl:39][C:23]1[S:22][C:21]([C:18]2[CH:19]=[CH:20][C:15]([C:12]3[CH:13]=[CH:14][C:9]([C:6]4([C:4]([OH:5])=[O:3])[CH2:7][CH2:8]4)=[CH:10][CH:11]=3)=[C:16]([O:40][CH3:41])[CH:17]=2)=[C:25]([NH:26][C:27]([O:29][C@@H:30]([C:32]2[CH:37]=[CH:36][CH:35]=[C:34]([F:38])[CH:33]=2)[CH3:31])=[O:28])[CH:24]=1, predict the reactants needed to synthesize it. The reactants are: C([O:3][C:4]([C:6]1([C:9]2[CH:14]=[CH:13][C:12]([C:15]3[CH:20]=[CH:19][C:18]([C:21]4[S:22][C:23]([Cl:39])=[CH:24][C:25]=4[NH:26][C:27]([O:29][C@@H:30]([C:32]4[CH:37]=[CH:36][CH:35]=[C:34]([F:38])[CH:33]=4)[CH3:31])=[O:28])=[CH:17][C:16]=3[O:40][CH3:41])=[CH:11][CH:10]=2)[CH2:8][CH2:7]1)=[O:5])C.O1CCCC1.[OH-].[Na+].Cl. (4) Given the product [F:1][C:2]1[CH:3]=[CH:4][C:5]([C:6]([NH:8][C:9]2[N:13]([C@H:14]3[CH2:19][CH2:18][C@@H:17]([C:20](=[O:25])[NH:21][CH:22]([CH3:24])[CH3:23])[CH2:16][CH2:15]3)[C:12]3[CH:26]=[C:27]([OH:30])[CH:28]=[CH:29][C:11]=3[N:10]=2)=[O:7])=[CH:40][CH:41]=1, predict the reactants needed to synthesize it. The reactants are: [F:1][C:2]1[CH:41]=[CH:40][C:5]([C:6]([NH:8][C:9]2[N:13]([C@H:14]3[CH2:19][CH2:18][C@@H:17]([C:20](=[O:25])[NH:21][CH:22]([CH3:24])[CH3:23])[CH2:16][CH2:15]3)[C:12]3[CH:26]=[C:27]([O:30]CC4C=CC(OC)=CC=4)[CH:28]=[CH:29][C:11]=3[N:10]=2)=[O:7])=[CH:4][CH:3]=1.C(O)(C(F)(F)F)=O. (5) Given the product [CH:34]1([CH2:33][C@H:3]([NH:2][C:64]([C:60]2[C:56]3[N:57]=[CH:58][N:59]=[C:54]([C:46]4[C:47]5[O:51][CH2:50][O:49][C:48]=5[CH:52]=[CH:53][C:45]=4[O:44][CH2:43][CH:40]4[CH2:42][CH2:41]4)[C:55]=3[NH:62][C:61]=2[CH3:63])=[O:65])[C:4]([N:6]2[CH2:11][CH2:10][CH:9]([N:12]3[N:21]=[C:20]([C:22]4[CH:27]=[CH:26][C:25]([O:28][CH3:29])=[C:24]([O:30][CH3:31])[CH:23]=4)[C@@H:19]4[C@@H:14]([CH2:15][CH2:16][CH2:17][CH2:18]4)[C:13]3=[O:32])[CH2:8][CH2:7]2)=[O:5])[CH2:39][CH2:38][CH2:37][CH2:36][CH2:35]1, predict the reactants needed to synthesize it. The reactants are: Cl.[NH2:2][C@@H:3]([CH2:33][CH:34]1[CH2:39][CH2:38][CH2:37][CH2:36][CH2:35]1)[C:4]([N:6]1[CH2:11][CH2:10][CH:9]([N:12]2[N:21]=[C:20]([C:22]3[CH:27]=[CH:26][C:25]([O:28][CH3:29])=[C:24]([O:30][CH3:31])[CH:23]=3)[C@@H:19]3[C@@H:14]([CH2:15][CH2:16][CH2:17][CH2:18]3)[C:13]2=[O:32])[CH2:8][CH2:7]1)=[O:5].[CH:40]1([CH2:43][O:44][C:45]2[CH:53]=[CH:52][C:48]3[O:49][CH2:50][O:51][C:47]=3[C:46]=2[C:54]2[C:55]3[NH:62][C:61]([CH3:63])=[C:60]([C:64](O)=[O:65])[C:56]=3[N:57]=[CH:58][N:59]=2)[CH2:42][CH2:41]1.CN(C(ON1N=NC2C=CC=NC1=2)=[N+](C)C)C.F[P-](F)(F)(F)(F)F.CCN(C(C)C)C(C)C. (6) Given the product [I:1][C:2]1[CH:9]=[CH:8][C:5]([CH:6]([O:13][CH3:12])[O:7][CH3:16])=[CH:4][CH:3]=1, predict the reactants needed to synthesize it. The reactants are: [I:1][C:2]1[CH:9]=[CH:8][C:5]([CH:6]=[O:7])=[CH:4][CH:3]=1.O.C[CH2:12][O:13]CC.[CH3:16]O. (7) Given the product [CH2:58]([NH:60][C:15]([C:12]1[C:13](=[O:14])[N:8]([CH2:1][C:2]2[CH:3]=[CH:4][CH:5]=[CH:6][CH:7]=2)[C:9]([C@@:19]([N:23]([CH2:33][CH2:34][CH2:35][NH2:36])[C:24]([C:26]2[CH:31]=[CH:30][C:29]([CH3:32])=[CH:28][CH:27]=2)=[O:25])([CH3:22])[CH2:20][CH3:21])=[N:10][C:11]=1[CH3:18])=[O:16])[CH3:59], predict the reactants needed to synthesize it. The reactants are: [CH2:1]([N:8]1[C:13](=[O:14])[C:12]([C:15](O)=[O:16])=[C:11]([CH3:18])[N:10]=[C:9]1[C@@:19]([N:23]([CH2:33][CH2:34][CH2:35][NH:36]C(OC(C)(C)C)=O)[C:24]([C:26]1[CH:31]=[CH:30][C:29]([CH3:32])=[CH:28][CH:27]=1)=[O:25])([CH3:22])[CH2:20][CH3:21])[C:2]1[CH:7]=[CH:6][CH:5]=[CH:4][CH:3]=1.C(Cl)CCl.C1C=CC2N(O)N=NC=2C=1.[CH2:58]([NH2:60])[CH3:59].C(O)(C(F)(F)F)=O.